This data is from Full USPTO retrosynthesis dataset with 1.9M reactions from patents (1976-2016). The task is: Predict the reactants needed to synthesize the given product. (1) The reactants are: I[C:2]1[CH:3]=[CH:4][C:5]([C:8]([F:11])([F:10])[F:9])=[N:6][CH:7]=1.Br[C:13]([F:20])([F:19])[C:14]([O:16][CH2:17][CH3:18])=[O:15].O.O.O.P([O-])([O-])(O)=O.[K+].[K+]. Given the product [F:19][C:13]([F:20])([C:2]1[CH:7]=[N:6][C:5]([C:8]([F:11])([F:10])[F:9])=[CH:4][CH:3]=1)[C:14]([O:16][CH2:17][CH3:18])=[O:15], predict the reactants needed to synthesize it. (2) Given the product [CH3:1][O:2][CH2:3][CH2:4][O:5][C:6]1[CH:7]=[C:8]2[CH:14]=[C:13]([C:15]([O:17][CH2:18][CH3:19])=[O:16])[N:12]([CH2:32][CH2:33][O:34][CH:35]3[CH2:40][CH2:39][CH2:38][CH:37]([O:41][CH2:42][C:43]4[N:44]=[C:45]([C:49]5[CH:50]=[C:51]([CH3:55])[CH:52]=[CH:53][CH:54]=5)[O:46][C:47]=4[CH3:48])[CH2:36]3)[C:9]2=[CH:10][N:11]=1, predict the reactants needed to synthesize it. The reactants are: [CH3:1][O:2][CH2:3][CH2:4][O:5][C:6]1[CH:7]=[C:8]2[CH:14]=[C:13]([C:15]([O:17][CH2:18][CH3:19])=[O:16])[NH:12][C:9]2=[CH:10][N:11]=1.[H-].[Na+].C1(C)C=CC(S(O[CH2:32][CH2:33][O:34][C@@H:35]2[CH2:40][CH2:39][CH2:38][C@H:37]([O:41][CH2:42][C:43]3[N:44]=[C:45]([C:49]4[CH:50]=[C:51]([CH3:55])[CH:52]=[CH:53][CH:54]=4)[O:46][C:47]=3[CH3:48])[CH2:36]2)(=O)=O)=CC=1. (3) Given the product [Cl:1][C:2]1[CH:7]=[C:6]([NH:8][C:9]2[N:10]=[C:11]([NH2:12])[NH:16][N:15]=2)[CH:5]=[CH:4][N:3]=1, predict the reactants needed to synthesize it. The reactants are: [Cl:1][C:2]1[CH:7]=[C:6]([NH:8]/[C:9](/SC)=[N:10]/[C:11]#[N:12])[CH:5]=[CH:4][N:3]=1.[NH2:15][NH2:16]. (4) Given the product [Br:1][C:2]1[CH:10]=[C:9]2[C:5]([CH2:6][C:7]([CH3:21])([CH3:20])[C:8]2([CH:11]=[CH2:12])[NH2:13])=[CH:4][CH:3]=1, predict the reactants needed to synthesize it. The reactants are: [Br:1][C:2]1[CH:10]=[C:9]2[C:5]([CH2:6][C:7]([CH3:21])([CH3:20])[C:8]2([NH:13]S(C(C)(C)C)=O)[CH:11]=[CH2:12])=[CH:4][CH:3]=1.Cl.CCOCC. (5) Given the product [C:1]1([C:18]2[CH:23]=[CH:22][CH:21]=[CH:20][CH:19]=2)[CH:6]=[CH:5][CH:4]=[CH:3][C:2]=1[CH2:7][O:8][CH2:9][CH2:10][C:11]1[CH:16]=[CH:15][C:14]([NH:17][C:29]([NH2:28])=[O:30])=[CH:13][CH:12]=1, predict the reactants needed to synthesize it. The reactants are: [C:1]1([C:18]2[CH:23]=[CH:22][CH:21]=[CH:20][CH:19]=2)[CH:6]=[CH:5][CH:4]=[CH:3][C:2]=1[CH2:7][O:8][CH2:9][CH2:10][C:11]1[CH:16]=[CH:15][C:14]([NH2:17])=[CH:13][CH:12]=1.C[Si]([N:28]=[C:29]=[O:30])(C)C.O. (6) Given the product [CH2:22]([O:1][C:2]1([CH2:15][CH2:16][CH:17]([CH3:19])[CH3:18])[C:11]2[C:6](=[CH:7][CH:8]=[CH:9][CH:10]=2)[C:5]([O:12][CH3:13])=[CH:4][C:3]1=[O:14])[C:23]1[CH:28]=[CH:27][CH:26]=[CH:25][CH:24]=1, predict the reactants needed to synthesize it. The reactants are: [OH:1][C:2]1([CH2:15][CH2:16][CH:17]([CH3:19])[CH3:18])[C:11]2[C:6](=[CH:7][CH:8]=[CH:9][CH:10]=2)[C:5]([O:12][CH3:13])=[CH:4][C:3]1=[O:14].[H-].[Na+].[CH2:22](Br)[C:23]1[CH:28]=[CH:27][CH:26]=[CH:25][CH:24]=1.